This data is from Full USPTO retrosynthesis dataset with 1.9M reactions from patents (1976-2016). The task is: Predict the reactants needed to synthesize the given product. (1) Given the product [F:1][C:2]1[CH:3]=[C:4]2[C:9](=[CH:10][C:11]=1[N:27]1[CH2:32][CH2:31][S:30][CH2:29][CH2:28]1)[N:8]([CH2:13][C:14]1[CH:19]=[CH:18][C:17]([C:20]([F:23])([F:21])[F:22])=[CH:16][CH:15]=1)[CH:7]=[C:6]([C:24]#[N:25])[C:5]2=[O:26], predict the reactants needed to synthesize it. The reactants are: [F:1][C:2]1[CH:3]=[C:4]2[C:9](=[CH:10][C:11]=1F)[N:8]([CH2:13][C:14]1[CH:19]=[CH:18][C:17]([C:20]([F:23])([F:22])[F:21])=[CH:16][CH:15]=1)[CH:7]=[C:6]([C:24]#[N:25])[C:5]2=[O:26].[NH:27]1[CH2:32][CH2:31][S:30][CH2:29][CH2:28]1. (2) Given the product [CH:14]1([N:13]([CH:17]2[CH2:19][CH2:18]2)[C:11]([C:9]2[N:8]([CH2:20][CH3:21])[C:6]3=[N:7][C:2]([N:1]=[C:26]=[S:27])=[C:3]4[N:24]=[CH:23][N:22]([CH3:25])[C:4]4=[C:5]3[CH:10]=2)=[O:12])[CH2:16][CH2:15]1, predict the reactants needed to synthesize it. The reactants are: [NH2:1][C:2]1[N:7]=[C:6]2[N:8]([CH2:20][CH3:21])[C:9]([C:11]([N:13]([CH:17]3[CH2:19][CH2:18]3)[CH:14]3[CH2:16][CH2:15]3)=[O:12])=[CH:10][C:5]2=[C:4]2[N:22]([CH3:25])[CH:23]=[N:24][C:3]=12.[C:26](N1C=CC=CC1=O)(N1C=CC=CC1=O)=[S:27]. (3) The reactants are: [CH2:1]=[CH:2][C:3]1[CH:8]=[CH:7][C:6]([S:9]([O-:12])(=[O:11])=[O:10])=[CH:5][CH:4]=1.[Na+].S(OOS([O-])(=O)=O)([O-])(=O)=O.[NH4+].[NH4+]. Given the product [CH2:1]=[CH:2][C:3]1[CH:4]=[CH:5][C:6]([S:9]([OH:12])(=[O:11])=[O:10])=[CH:7][CH:8]=1, predict the reactants needed to synthesize it. (4) Given the product [Cl:13][C:14]1[CH:15]=[C:16]([NH:20][C:21]2[N:26]=[CH:25][C:24]([CH:27]=[O:28])=[C:23]([CH:29]([CH3:31])[CH3:30])[CH:22]=2)[CH:17]=[CH:18][CH:19]=1, predict the reactants needed to synthesize it. The reactants are: ClC1N=CC(C=O)=C(C(C)C)C=1.[Cl:13][C:14]1[CH:15]=[C:16]([NH:20][C:21]2[N:26]=[CH:25][C:24]([CH2:27][OH:28])=[C:23]([CH:29]([CH3:31])[CH3:30])[CH:22]=2)[CH:17]=[CH:18][CH:19]=1. (5) Given the product [N+:8]([C:3]1[CH:4]=[CH:5][CH:6]=[CH:7][C:2]=1[NH:11][CH2:12][C@@H:13]1[CH2:17][CH2:16][N:15]([C:18]([O:20][C:21]([CH3:24])([CH3:23])[CH3:22])=[O:19])[CH2:14]1)([O-:10])=[O:9], predict the reactants needed to synthesize it. The reactants are: F[C:2]1[CH:7]=[CH:6][CH:5]=[CH:4][C:3]=1[N+:8]([O-:10])=[O:9].[NH2:11][CH2:12][C@@H:13]1[CH2:17][CH2:16][N:15]([C:18]([O:20][C:21]([CH3:24])([CH3:23])[CH3:22])=[O:19])[CH2:14]1.